From a dataset of Peptide-MHC class I binding affinity with 185,985 pairs from IEDB/IMGT. Regression. Given a peptide amino acid sequence and an MHC pseudo amino acid sequence, predict their binding affinity value. This is MHC class I binding data. The MHC is HLA-A68:01 with pseudo-sequence HLA-A68:01. The binding affinity (normalized) is 0. The peptide sequence is RIRQGLERA.